From a dataset of Forward reaction prediction with 1.9M reactions from USPTO patents (1976-2016). Predict the product of the given reaction. (1) The product is: [CH:15]([C:14]1[CH:17]=[CH:18][C:11]([O:10][C:2]2[S:3][C:4]([C:7]([NH2:9])=[O:8])=[CH:5][N:6]=2)=[CH:12][CH:13]=1)=[O:16]. Given the reactants Cl[C:2]1[S:3][C:4]([C:7]([NH2:9])=[O:8])=[CH:5][N:6]=1.[OH:10][C:11]1[CH:18]=[CH:17][C:14]([CH:15]=[O:16])=[CH:13][CH:12]=1.C([O-])([O-])=O.[K+].[K+], predict the reaction product. (2) Given the reactants [NH2:1][C:2]1[N:7]=[C:6]([C:8]2[O:9][CH:10]=[CH:11][CH:12]=2)[C:5]([C:13]#[N:14])=[C:4](S(C)(=O)=O)[N:3]=1.[C:19]1([CH2:25][CH2:26][CH2:27][CH2:28][NH2:29])[CH:24]=[CH:23][CH:22]=[CH:21][CH:20]=1, predict the reaction product. The product is: [NH2:1][C:2]1[N:7]=[C:6]([C:8]2[O:9][CH:10]=[CH:11][CH:12]=2)[C:5]([C:13]#[N:14])=[C:4]([NH:29][CH2:28][CH2:27][CH2:26][CH2:25][C:19]2[CH:24]=[CH:23][CH:22]=[CH:21][CH:20]=2)[N:3]=1. (3) Given the reactants [C:1]([C@@H:5]1[NH:9][C:8](=O)[CH2:7][CH2:6]1)([CH3:4])([CH3:3])[CH3:2].[F:11][B-:12]([F:15])([F:14])[F:13].[CH3:16][O+](C)C.[F:20][C:21]1[C:26]([NH:27][NH2:28])=[C:25]([F:29])[C:24]([F:30])=[C:23]([F:31])[C:22]=1[F:32], predict the reaction product. The product is: [NH+:27]1[NH:28][N:9]=[CH:8][CH:7]=1.[F:11][B-:12]([F:15])([F:14])[F:13].[C:1]([CH:5]1[N:9]2[C:8](=[N:28][N+:27]([C:26]3[C:21]([F:20])=[C:22]([F:32])[C:23]([F:31])=[C:24]([F:30])[C:25]=3[F:29])=[CH:16]2)[CH2:7][CH2:6]1)([CH3:4])([CH3:3])[CH3:2]. (4) Given the reactants [C:1]([O:5][C:6]([N:8]1[CH2:12][CH2:11][C@H:10]([O:13][C:14]2[N:23]=[CH:22][C:17]3[O:18][CH2:19][CH2:20][NH:21][C:16]=3[CH:15]=2)[CH2:9]1)=[O:7])([CH3:4])([CH3:3])[CH3:2].Br[C:25]1[CH:26]=[C:27]([CH3:33])[C:28]([O:31][CH3:32])=[N:29][CH:30]=1.CC(C1C=C(C(C)C)C(C2C=CC=CC=2P(C2CCCCC2)C2CCCCC2)=C(C(C)C)C=1)C.CC([O-])(C)C.[Na+], predict the reaction product. The product is: [C:1]([O:5][C:6]([N:8]1[CH2:12][CH2:11][C@H:10]([O:13][C:14]2[N:23]=[CH:22][C:17]3[O:18][CH2:19][CH2:20][N:21]([C:25]4[CH:30]=[N:29][C:28]([O:31][CH3:32])=[C:27]([CH3:33])[CH:26]=4)[C:16]=3[CH:15]=2)[CH2:9]1)=[O:7])([CH3:4])([CH3:2])[CH3:3]. (5) Given the reactants Br[CH2:2][CH2:3][CH2:4][CH2:5][CH2:6][CH2:7][CH2:8][C:9]([O:11][CH2:12][CH3:13])=[O:10].[S:14]([O-:17])([O-])=[O:15].[Na+].[Na+].S(Cl)([Cl:22])=O.C(OCC)(=O)C, predict the reaction product. The product is: [Cl:22][S:14]([CH2:2][CH2:3][CH2:4][CH2:5][CH2:6][CH2:7][CH2:8][C:9]([O:11][CH2:12][CH3:13])=[O:10])(=[O:17])=[O:15]. (6) Given the reactants [CH2:1]([N:8]1[CH2:12][CH2:11][CH:10]([C:13]2(O)[CH2:18][CH2:17][CH2:16][CH2:15][CH2:14]2)[C:9]1=[O:20])[C:2]1[CH:7]=[CH:6][CH:5]=[CH:4][CH:3]=1.O.C1(C)C=CC(S(O)(=O)=O)=CC=1, predict the reaction product. The product is: [CH2:1]([N:8]1[CH2:12][CH2:11][CH:10]([C:13]2[CH2:18][CH2:17][CH2:16][CH2:15][CH:14]=2)[C:9]1=[O:20])[C:2]1[CH:7]=[CH:6][CH:5]=[CH:4][CH:3]=1.